From a dataset of Forward reaction prediction with 1.9M reactions from USPTO patents (1976-2016). Predict the product of the given reaction. (1) The product is: [CH3:11][O:10][C:4]1[C:3]([O:2][CH3:1])=[CH:8][C:7]([C:12](=[O:14])[CH3:13])=[C:6]([CH3:9])[CH:5]=1. Given the reactants [CH3:1][O:2][C:3]1[CH:8]=[CH:7][C:6]([CH3:9])=[CH:5][C:4]=1[O:10][CH3:11].[C:12](Cl)(=[O:14])[CH3:13].[Cl-].[Cl-].[Cl-].[Al+3], predict the reaction product. (2) Given the reactants [CH3:1][O:2][C:3]1[CH:8]=[CH:7][CH:6]=[CH:5][C:4]=1[S:9][CH2:10][CH2:11][CH2:12][O:13]C1CCCCO1.C1(C)C=CC(S([O-])(=O)=O)=CC=1.[NH+]1C=CC=CC=1, predict the reaction product. The product is: [CH3:1][O:2][C:3]1[CH:8]=[CH:7][CH:6]=[CH:5][C:4]=1[S:9][CH2:10][CH2:11][CH2:12][OH:13]. (3) Given the reactants [CH3:1]/[C:2](/[CH2:6][CH2:7][CH:8]=[C:9]([CH3:11])[CH3:10])=[CH:3]\[CH2:4][NH2:5].C(N(CC)CC)C.[OH:19][C:20]1[CH:28]=[CH:27][CH:26]=[CH:25][C:21]=1[C:22](O)=[O:23].C1C=CC(P(N=[N+]=[N-])(C2C=CC=CC=2)=O)=CC=1, predict the reaction product. The product is: [CH3:1]/[C:2](/[CH2:6][CH2:7][CH:8]=[C:9]([CH3:11])[CH3:10])=[CH:3]\[CH2:4][NH:5][C:22](=[O:23])[C:21]1[CH:25]=[CH:26][CH:27]=[CH:28][C:20]=1[OH:19]. (4) Given the reactants [Br:1][C:2]1[CH:3]=[C:4]2[C:8](=[CH:9][CH:10]=1)[NH:7][N:6]=[C:5]2[C:11]([OH:13])=O.CN.Cl.[CH3:17][N:18](C)CCCN=C=NCC.O.ON1C2C=CC=CC=2N=N1.CN1CCOCC1, predict the reaction product. The product is: [Br:1][C:2]1[CH:3]=[C:4]2[C:8](=[CH:9][CH:10]=1)[NH:7][N:6]=[C:5]2[C:11]([NH:18][CH3:17])=[O:13]. (5) Given the reactants [CH2:1]([O:3][C:4]([C:6]1([NH:11][C:12]([CH:14]2[CH2:18][CH:17]([O:19][Si:20]([C:23]([CH3:26])([CH3:25])[CH3:24])([CH3:22])[CH3:21])[CH2:16][NH:15]2)=[O:13])[CH2:8][CH:7]1[CH:9]=[CH2:10])=[O:5])[CH3:2].[C:27]([O-:30])(O)=O.[Na+].C(Cl)(Cl)=O.[CH2:36]([NH:43][CH2:44][C:45]1[CH:50]=[CH:49][C:48]([O:51][CH3:52])=[CH:47][CH:46]=1)[CH2:37][CH2:38][CH2:39][CH2:40][CH:41]=[CH2:42], predict the reaction product. The product is: [CH2:1]([O:3][C:4]([C:6]1([NH:11][C:12]([CH:14]2[CH2:18][CH:17]([O:19][Si:20]([C:23]([CH3:25])([CH3:24])[CH3:26])([CH3:22])[CH3:21])[CH2:16][N:15]2[C:27](=[O:30])[N:43]([CH2:36][CH2:37][CH2:38][CH2:39][CH2:40][CH:41]=[CH2:42])[CH2:44][C:45]2[CH:50]=[CH:49][C:48]([O:51][CH3:52])=[CH:47][CH:46]=2)=[O:13])[CH2:8][CH:7]1[CH:9]=[CH2:10])=[O:5])[CH3:2]. (6) Given the reactants [F:1][C:2]1[C:28]([F:29])=[CH:27][CH:26]=[CH:25][C:3]=1[CH2:4][S:5][C:6]1[N:7]=[C:8]([NH:17][C@H:18]([CH2:21][CH:22]([CH3:24])[CH3:23])[CH2:19][OH:20])[C:9]2[S:14][C:13]([O:15]C)=[N:12][C:10]=2[N:11]=1.Cl.O, predict the reaction product. The product is: [F:1][C:2]1[C:28]([F:29])=[CH:27][CH:26]=[CH:25][C:3]=1[CH2:4][S:5][C:6]1[N:7]=[C:8]([NH:17][C@@H:18]([CH2:19][OH:20])[CH2:21][CH:22]([CH3:24])[CH3:23])[C:9]2[S:14][C:13](=[O:15])[NH:12][C:10]=2[N:11]=1.